Dataset: NCI-60 drug combinations with 297,098 pairs across 59 cell lines. Task: Regression. Given two drug SMILES strings and cell line genomic features, predict the synergy score measuring deviation from expected non-interaction effect. (1) Drug 1: CC1CCC2CC(C(=CC=CC=CC(CC(C(=O)C(C(C(=CC(C(=O)CC(OC(=O)C3CCCCN3C(=O)C(=O)C1(O2)O)C(C)CC4CCC(C(C4)OC)O)C)C)O)OC)C)C)C)OC. Drug 2: C1=CN(C=N1)CC(O)(P(=O)(O)O)P(=O)(O)O. Cell line: SF-539. Synergy scores: CSS=13.9, Synergy_ZIP=-3.15, Synergy_Bliss=1.70, Synergy_Loewe=-26.7, Synergy_HSA=1.65. (2) Drug 1: C1CC(C1)(C(=O)O)C(=O)O.[NH2-].[NH2-].[Pt+2]. Drug 2: CC1CCC2CC(C(=CC=CC=CC(CC(C(=O)C(C(C(=CC(C(=O)CC(OC(=O)C3CCCCN3C(=O)C(=O)C1(O2)O)C(C)CC4CCC(C(C4)OC)O)C)C)O)OC)C)C)C)OC. Cell line: MDA-MB-435. Synergy scores: CSS=13.8, Synergy_ZIP=-3.81, Synergy_Bliss=3.11, Synergy_Loewe=-9.49, Synergy_HSA=3.06. (3) Drug 1: C1=NNC2=C1C(=O)NC=N2. Drug 2: B(C(CC(C)C)NC(=O)C(CC1=CC=CC=C1)NC(=O)C2=NC=CN=C2)(O)O. Cell line: M14. Synergy scores: CSS=51.5, Synergy_ZIP=-0.633, Synergy_Bliss=-2.20, Synergy_Loewe=-43.5, Synergy_HSA=-2.32. (4) Drug 1: C1CC2CC3=C(CC1C24CN(S(=O)(=O)N4)CC(F)(F)F)C=CC(=C3)C=CCN5CCC(CC5)C(F)(F)F. Drug 2: CC1=C(C(=O)C2=C(C1=O)N3CC4C(C3(C2COC(=O)N)OC)N4)N. Cell line: NCI-H460. Synergy scores: CSS=47.7, Synergy_ZIP=-5.95, Synergy_Bliss=-9.72, Synergy_Loewe=-10.0, Synergy_HSA=-6.10. (5) Drug 1: CC1OCC2C(O1)C(C(C(O2)OC3C4COC(=O)C4C(C5=CC6=C(C=C35)OCO6)C7=CC(=C(C(=C7)OC)O)OC)O)O. Drug 2: C1C(C(OC1N2C=NC(=NC2=O)N)CO)O. Cell line: OVCAR-4. Synergy scores: CSS=10.6, Synergy_ZIP=-2.85, Synergy_Bliss=0.704, Synergy_Loewe=2.96, Synergy_HSA=4.24. (6) Drug 1: CC1C(C(CC(O1)OC2CC(CC3=C2C(=C4C(=C3O)C(=O)C5=C(C4=O)C(=CC=C5)OC)O)(C(=O)C)O)N)O.Cl. Drug 2: CC1C(C(CC(O1)OC2CC(CC3=C2C(=C4C(=C3O)C(=O)C5=CC=CC=C5C4=O)O)(C(=O)C)O)N)O. Cell line: K-562. Synergy scores: CSS=41.0, Synergy_ZIP=-2.51, Synergy_Bliss=2.24, Synergy_Loewe=1.55, Synergy_HSA=4.89. (7) Drug 1: CN(C)N=NC1=C(NC=N1)C(=O)N. Drug 2: CC1=C(C(CCC1)(C)C)C=CC(=CC=CC(=CC(=O)O)C)C. Cell line: UACC-257. Synergy scores: CSS=-5.40, Synergy_ZIP=3.34, Synergy_Bliss=-1.72, Synergy_Loewe=-9.29, Synergy_HSA=-7.60. (8) Drug 1: CC1=CC=C(C=C1)C2=CC(=NN2C3=CC=C(C=C3)S(=O)(=O)N)C(F)(F)F. Drug 2: CN1C(=O)N2C=NC(=C2N=N1)C(=O)N. Cell line: SN12C. Synergy scores: CSS=2.40, Synergy_ZIP=7.54, Synergy_Bliss=6.11, Synergy_Loewe=3.27, Synergy_HSA=3.42.